Dataset: Forward reaction prediction with 1.9M reactions from USPTO patents (1976-2016). Task: Predict the product of the given reaction. (1) Given the reactants [Cl:1][C:2]1[CH:16]=[CH:15][C:5]([NH:6][CH2:7][CH2:8][CH2:9][N:10]2[CH:14]=[CH:13][N:12]=[CH:11]2)=[C:4]([N+:17]([O-])=O)[CH:3]=1, predict the reaction product. The product is: [Cl:1][C:2]1[CH:3]=[C:4]([NH2:17])[C:5]([NH:6][CH2:7][CH2:8][CH2:9][N:10]2[CH:14]=[CH:13][N:12]=[CH:11]2)=[CH:15][CH:16]=1. (2) Given the reactants C(OC([NH:11][CH:12]1[CH2:20][C:19]2[C:14](=[CH:15][CH:16]=[C:17](/[CH:21]=[CH:22]/[C:23]([O:25][CH2:26][CH3:27])=[O:24])[CH:18]=2)[CH2:13]1)=O)C1C=CC=CC=1.NC1C=CC(C2CCC(C(OC)=O)C2)=CC=1, predict the reaction product. The product is: [NH2:11][CH:12]1[CH2:20][C:19]2[C:14](=[CH:15][CH:16]=[C:17]([CH2:21][CH2:22][C:23]([O:25][CH2:26][CH3:27])=[O:24])[CH:18]=2)[CH2:13]1. (3) Given the reactants [C:1]([C:4]1[C:12]2[O:11][C:10]([CH:13]3[CH2:18][CH2:17][N:16](C(OCC4C=CC=CC=4)=O)[CH2:15][CH2:14]3)=[N:9][C:8]=2[CH:7]=[CH:6][CH:5]=1)(=[O:3])[NH2:2].[H][H], predict the reaction product. The product is: [NH:16]1[CH2:17][CH2:18][CH:13]([C:10]2[O:11][C:12]3[C:4]([C:1]([NH2:2])=[O:3])=[CH:5][CH:6]=[CH:7][C:8]=3[N:9]=2)[CH2:14][CH2:15]1. (4) Given the reactants [NH2:1][C:2]1[CH:7]=[CH:6][CH:5]=[CH:4][N:3]=1.Br[CH2:9][C:10](=O)[CH2:11][CH3:12], predict the reaction product. The product is: [CH2:11]([C:10]1[N:1]=[C:2]2[CH:7]=[CH:6][CH:5]=[CH:4][N:3]2[CH:9]=1)[CH3:12].